Dataset: Catalyst prediction with 721,799 reactions and 888 catalyst types from USPTO. Task: Predict which catalyst facilitates the given reaction. (1) Reactant: [NH2:1][C:2]1[NH:6][N:5]=[C:4]([C:7]2[CH:12]=[CH:11][C:10]([Cl:13])=[CH:9][CH:8]=2)[CH:3]=1.[C:14](O)(=[O:17])[CH2:15][SH:16].[Al]. Product: [Cl:13][C:10]1[CH:11]=[CH:12][C:7]([C:4]2[CH:3]=[C:2]([NH:1][C:14](=[O:17])[CH2:15][SH:16])[NH:6][N:5]=2)=[CH:8][CH:9]=1. The catalyst class is: 11. (2) Reactant: [CH:1](=O)[CH3:2].[NH:4]1[CH2:9][CH2:8][CH:7]([C:10]2[CH:15]=[CH:14][C:13]([NH:16][C:17]3[N:22]=[C:21]([CH2:23][CH2:24][C:25]4[CH:30]=[CH:29][CH:28]=[CH:27][C:26]=4[CH2:31][C:32]([NH2:34])=[O:33])[C:20]([C:35]([F:38])([F:37])[F:36])=[CH:19][N:18]=3)=[CH:12][CH:11]=2)[CH2:6][CH2:5]1.C(O[BH-](OC(=O)C)OC(=O)C)(=O)C.[Na+]. Product: [CH2:1]([N:4]1[CH2:9][CH2:8][CH:7]([C:10]2[CH:11]=[CH:12][C:13]([NH:16][C:17]3[N:22]=[C:21]([CH2:23][CH2:24][C:25]4[CH:30]=[CH:29][CH:28]=[CH:27][C:26]=4[CH2:31][C:32]([NH2:34])=[O:33])[C:20]([C:35]([F:38])([F:37])[F:36])=[CH:19][N:18]=3)=[CH:14][CH:15]=2)[CH2:6][CH2:5]1)[CH3:2]. The catalyst class is: 100. (3) Reactant: [O:1]1[CH:6]=[CH:5][CH2:4][CH2:3][CH2:2]1.[Br:7][CH2:8][CH2:9][CH2:10][CH2:11][OH:12]. Product: [Br:7][CH2:8][CH2:9][CH2:10][CH2:11][O:12][CH:6]1[CH2:5][CH2:4][CH2:3][CH2:2][O:1]1. The catalyst class is: 4. (4) Product: [Br:11][C:12]1[N:13]([CH2:25][C:26]#[C:27][CH3:28])[C:14]([C:21]([O:23][CH3:24])=[O:22])=[C:15]([CH:17]=[O:18])[N:16]=1. The catalyst class is: 7. Reactant: [H-].C([Al+]CC(C)C)C(C)C.[Br:11][C:12]1[N:13]([CH2:25][C:26]#[C:27][CH3:28])[C:14]([C:21]([O:23][CH3:24])=[O:22])=[C:15]([C:17](OC)=[O:18])[N:16]=1.Cl.O. (5) Reactant: [K].CC(C)([O-])C.[I-].[CH:8]1([CH2:14][CH2:15][P+](C2C=CC=CC=2)(C2C=CC=CC=2)C2C=CC=CC=2)[CH2:13][CH2:12][CH2:11][CH2:10][CH2:9]1.[CH2:35]([O:37][C:38](=[O:49])[C:39]([C:41]1[CH:46]=[CH:45][C:44]([S:47][CH3:48])=[CH:43][CH:42]=1)=O)[CH3:36]. Product: [CH2:35]([O:37][C:38](=[O:49])/[C:39](/[C:41]1[CH:46]=[CH:45][C:44]([S:47][CH3:48])=[CH:43][CH:42]=1)=[CH:15]/[CH2:14][CH:8]1[CH2:13][CH2:12][CH2:11][CH2:10][CH2:9]1)[CH3:36]. The catalyst class is: 1.